From a dataset of Forward reaction prediction with 1.9M reactions from USPTO patents (1976-2016). Predict the product of the given reaction. (1) Given the reactants [Br:1][C:2]1[CH:7]=[CH:6][N:5]=[C:4]2[NH:8][C:9]([I:11])=[CH:10][C:3]=12.[H-].[Na+].[CH3:14][C:15]1[CH:20]=[CH:19][C:18]([S:21](Cl)(=[O:23])=[O:22])=[CH:17][CH:16]=1.O, predict the reaction product. The product is: [Br:1][C:2]1[CH:7]=[CH:6][N:5]=[C:4]2[N:8]([S:21]([C:18]3[CH:19]=[CH:20][C:15]([CH3:14])=[CH:16][CH:17]=3)(=[O:23])=[O:22])[C:9]([I:11])=[CH:10][C:3]=12. (2) The product is: [CH3:1][O:2][CH2:3][O:4][C:5]1[CH:6]=[C:7]([CH2:15][CH2:16][O:17][CH3:20])[CH:8]=[C:9]([O:11][CH2:12][O:13][CH3:14])[CH:10]=1. Given the reactants [CH3:1][O:2][CH2:3][O:4][C:5]1[CH:6]=[C:7]([CH2:15][CH2:16][OH:17])[CH:8]=[C:9]([O:11][CH2:12][O:13][CH3:14])[CH:10]=1.[H-].[Na+].[CH3:20]I.[Cl-].[NH4+], predict the reaction product. (3) Given the reactants [Cl:1][C:2]1[CH:10]=[CH:9][CH:8]=[C:7]2[C:3]=1[C:4]1([CH2:21][O:20][C:19]3[CH:22]=[C:23]4[C:27](=[CH:28][C:18]1=3)[CH2:26][CH2:25][O:24]4)[C:5](=[O:17])[N:6]2[CH2:11][C:12]([O:14]CC)=[O:13].O=C1C2(C3=CC4OCOC=4C=C3OC2)C2C(=CC=CC=2)N1CC(OCC)=O, predict the reaction product. The product is: [Cl:1][C:2]1[CH:10]=[CH:9][CH:8]=[C:7]2[C:3]=1[C:4]1([CH2:21][O:20][C:19]3[CH:22]=[C:23]4[C:27](=[CH:28][C:18]1=3)[CH2:26][CH2:25][O:24]4)[C:5](=[O:17])[N:6]2[CH2:11][C:12]([OH:14])=[O:13]. (4) Given the reactants C([Li])CCC.CCCCCC.C1C=CC(S(N(S(C2C=CC=CC=2)(=O)=O)F)(=O)=O)=CC=1.[F:32][C:33]1[CH:37]=[C:36]([CH2:38][O:39]COC)[S:35][C:34]=1[C:43]([F:46])([F:45])[F:44].COCOCC1SC(C(F)(F)F)=CC=1.Cl.C(=O)([O-])O.[Na+], predict the reaction product. The product is: [F:32][C:33]1[CH:37]=[C:36]([CH2:38][OH:39])[S:35][C:34]=1[C:43]([F:44])([F:45])[F:46]. (5) Given the reactants [C:1]([O:5][C:6]([N:8]1[CH2:13][CH2:12][N:11]([C:14]2[CH:15]=[N:16][C:17]([N+:20]([O-])=O)=[CH:18][CH:19]=2)[CH2:10][CH2:9]1)=[O:7])([CH3:4])([CH3:3])[CH3:2].C1CCCCC1, predict the reaction product. The product is: [C:1]([O:5][C:6]([N:8]1[CH2:13][CH2:12][N:11]([C:14]2[CH:15]=[N:16][C:17]([NH2:20])=[CH:18][CH:19]=2)[CH2:10][CH2:9]1)=[O:7])([CH3:4])([CH3:2])[CH3:3]. (6) Given the reactants [Br:1][C:2]1[CH:51]=[CH:50][CH:49]=[CH:48][C:3]=1[CH2:4][N:5]1[CH:10]=[CH:9][CH:8]=[C:7]([C:11]([NH:13][C@@H:14]([CH2:22][CH2:23][CH2:24][NH:25][C:26]([NH:28]S(C2C(C)=C3C(=C(C)C=2C)OC(C)(C)CC3)(=O)=O)=[NH:27])[C:15]([O:17]C(C)(C)C)=[O:16])=[O:12])[C:6]1=[O:47].[C:52]([OH:58])([C:54]([F:57])([F:56])[F:55])=[O:53].C([SiH](CC)CC)C, predict the reaction product. The product is: [Br:1][C:2]1[CH:51]=[CH:50][CH:49]=[CH:48][C:3]=1[CH2:4][N:5]1[CH:10]=[CH:9][CH:8]=[C:7]([C:11]([NH:13][C@@H:14]([CH2:22][CH2:23][CH2:24][NH:25][C:26]([NH2:28])=[NH:27])[C:15]([OH:17])=[O:16])=[O:12])[C:6]1=[O:47].[C:52]([OH:58])([C:54]([F:57])([F:56])[F:55])=[O:53]. (7) Given the reactants [NH2:1][C@H:2]([C:4]1[C:5](=[O:15])[NH:6][C:7]2[C:12]([CH:13]=1)=[CH:11][C:10]([Cl:14])=[CH:9][CH:8]=2)[CH3:3].Cl[C:17]1[N:22]=[C:21]([CH:23]([S:28]([CH3:31])(=[O:30])=[O:29])[C:24]([O:26][CH3:27])=[O:25])[CH:20]=[CH:19][N:18]=1.CCN(C(C)C)C(C)C.O, predict the reaction product. The product is: [Cl:14][C:10]1[CH:11]=[C:12]2[C:7](=[CH:8][CH:9]=1)[NH:6][C:5](=[O:15])[C:4]([C@@H:2]([NH:1][C:17]1[N:22]=[C:21]([CH:23]([S:28]([CH3:31])(=[O:30])=[O:29])[C:24]([O:26][CH3:27])=[O:25])[CH:20]=[CH:19][N:18]=1)[CH3:3])=[CH:13]2.